Dataset: Reaction yield outcomes from USPTO patents with 853,638 reactions. Task: Predict the reaction yield, written as a fraction of the theoretical maximum amount of product (1.0 means a 100% yield; for example, 0.34 means a 34% yield). The reactants are [Br:1][C:2]1[CH:3]=[CH:4][C:5]([CH2:21][OH:22])=[C:6]([NH:8][S:9]([C:12]2[CH:17]=[C:16]([Cl:18])[CH:15]=[CH:14][C:13]=2[O:19][CH3:20])(=[O:11])=[O:10])[CH:7]=1.O.[C:24]1(C)C=CC(S(O)(=O)=O)=CC=1.C(OCOCC)C. The catalyst is CCCCCCC. The product is [Br:1][C:2]1[CH:3]=[CH:4][C:5]2[CH2:21][O:22][CH2:24][N:8]([S:9]([C:12]3[CH:17]=[C:16]([Cl:18])[CH:15]=[CH:14][C:13]=3[O:19][CH3:20])(=[O:11])=[O:10])[C:6]=2[CH:7]=1. The yield is 0.870.